Dataset: Full USPTO retrosynthesis dataset with 1.9M reactions from patents (1976-2016). Task: Predict the reactants needed to synthesize the given product. (1) The reactants are: Cl.[NH:2]1[C:10]2[C:5](=[CH:6][C:7]([NH:11][C:12]3[C:17]([C:18]#[N:19])=[CH:16][N:15]=[C:14]4[S:20][C:21](I)=[CH:22][C:13]=34)=[CH:8][CH:9]=2)[CH:4]=[CH:3]1.[CH2:24]([N:28]1[CH2:33][CH2:32][N:31]([CH3:34])[CH2:30][CH2:29]1)[CH2:25][C:26]#[CH:27].C(=O)([O-])[O-].[K+].[K+].C1(P(C2C=CC=CC=2)C2C=CC=CC=2)C=CC=CC=1. Given the product [NH:2]1[C:10]2[C:5](=[CH:6][C:7]([NH:11][C:12]3[C:17]([C:18]#[N:19])=[CH:16][N:15]=[C:14]4[S:20][C:21]([C:27]#[C:26][CH2:25][CH2:24][N:28]5[CH2:29][CH2:30][N:31]([CH3:34])[CH2:32][CH2:33]5)=[CH:22][C:13]=34)=[CH:8][CH:9]=2)[CH:4]=[CH:3]1, predict the reactants needed to synthesize it. (2) Given the product [CH2:25]1[CH2:6][O:7][C:8]2([CH2:13][CH2:12][CH2:11][C:10]([CH2:46][CH2:47][CH2:48][CH2:49][CH2:50][CH2:51][CH2:52][CH2:53][CH2:54][CH2:55][OH:56])([S:14]([C:17]3[CH:18]=[CH:19][CH:20]=[CH:21][CH:22]=3)(=[O:16])=[O:15])[CH:9]2[CH3:23])[O:24]1, predict the reactants needed to synthesize it. The reactants are: C([Li])CCC.[CH2:6]1[CH2:25][O:24][C:8]2([CH2:13][CH2:12][CH2:11][CH:10]([S:14]([C:17]3[CH:22]=[CH:21][CH:20]=[CH:19][CH:18]=3)(=[O:16])=[O:15])[CH:9]2[CH3:23])[O:7]1.C1(C(C2C=CC=CC=2)C2C=CC=CC=2)C=CC=CC=1.Br[CH2:46][CH2:47][CH2:48][CH2:49][CH2:50][CH2:51][CH2:52][CH2:53][CH2:54][CH2:55][OH:56].[Cl-].[NH4+]. (3) Given the product [Cl:16][C:6]1[N:1]=[C:2]2[CH2:11][O:10][C:9]3[CH:12]=[CH:13][CH:14]=[CH:15][C:8]=3[C:27](=[O:30])[C:3]2=[CH:4][CH:5]=1, predict the reactants needed to synthesize it. The reactants are: [N:1]1[CH:6]=[CH:5][CH:4]=[C:3]2C[C:8]3[CH:15]=[CH:14][CH:13]=[CH:12][C:9]=3[O:10][CH2:11][C:2]=12.[Cl:16]C1C=CC=C(C(OO)=O)C=1.[C:27](=[O:30])([O-])O.[Na+]. (4) Given the product [NH2:72][CH2:73][C:86]([NH:87][CH2:88][CH2:89][C@H:52]([NH:51][C:49]([NH:111][C:108]1[CH:107]=[CH:106][C:105]([O:104][CH2:97][C:98]2[CH:99]=[CH:100][CH:101]=[CH:102][CH:103]=2)=[CH:110][CH:109]=1)=[O:50])[C:53]([NH:11][C:7]1[CH:8]=[C:9]2[C:4](=[CH:5][CH:6]=1)[NH:3][C:2]([CH3:1])=[CH:10]2)=[O:55])=[O:95], predict the reactants needed to synthesize it. The reactants are: [CH3:1][C:2]1[NH:3][C:4]2[C:9]([CH:10]=1)=[CH:8][C:7]([NH2:11])=[CH:6][CH:5]=2.C(OC(NCC[C@H](NC(OCC1C2C=CC=CC=2C2C1=CC=CC=2)=O)C(O)=O)=O)(C)(C)C.C(O[C:49]([NH:51][CH2:52][C:53]([OH:55])=O)=[O:50])(C)(C)C.C1C2C(COC(=O)[NH:72][C@H:73]([C:86](=[O:95])[NH:87][C:88]3C=CC(C)=C[CH:89]=3)CCCCNC(OC(C)(C)C)=O)C3C(=CC=CC=3)C=2C=CC=1.[CH2:97]([O:104][C:105]1[CH:110]=[CH:109][C:108]([N:111]=C=O)=[CH:107][CH:106]=1)[C:98]1[CH:103]=[CH:102][CH:101]=[CH:100][CH:99]=1.